Predict the product of the given reaction. From a dataset of Forward reaction prediction with 1.9M reactions from USPTO patents (1976-2016). (1) Given the reactants [NH2:1][CH2:2][CH2:3][CH2:4][N:5]([CH2:10][C:11]1[CH:16]=[CH:15][CH:14]=[C:13]([C:17]2[CH:22]=[CH:21][N:20]=[C:19]([NH:23][CH2:24][CH2:25][C:26]3[CH:31]=[CH:30][C:29]([OH:32])=[CH:28][CH:27]=3)[N:18]=2)[CH:12]=1)[S:6]([CH3:9])(=[O:8])=[O:7].[CH3:33][C:34]1[CH:42]=[CH:41][CH:40]=[CH:39][C:35]=1[C:36](O)=[O:37], predict the reaction product. The product is: [OH:32][C:29]1[CH:28]=[CH:27][C:26]([CH2:25][CH2:24][NH:23][C:19]2[N:18]=[C:17]([C:13]3[CH:12]=[C:11]([CH:16]=[CH:15][CH:14]=3)[CH2:10][N:5]([S:6]([CH3:9])(=[O:8])=[O:7])[CH2:4][CH2:3][CH2:2][NH:1][C:36](=[O:37])[C:35]3[CH:39]=[CH:40][CH:41]=[CH:42][C:34]=3[CH3:33])[CH:22]=[CH:21][N:20]=2)=[CH:31][CH:30]=1. (2) Given the reactants [CH3:1][C:2]1[CH:7]=[CH:6][CH:5]=[CH:4][C:3]=1[N:8]1[CH2:13][CH2:12][NH:11][CH2:10][CH2:9]1.Br[CH2:15][CH2:16][CH2:17][CH2:18][N:19]1[C:23](=[O:24])[C:22]2=[CH:25][CH:26]=[CH:27][CH:28]=[C:21]2[C:20]1=[O:29].C([O-])([O-])=O.[K+].[K+], predict the reaction product. The product is: [C:2]1([CH3:1])[CH:7]=[CH:6][CH:5]=[CH:4][C:3]=1[N:8]1[CH2:13][CH2:12][N:11]([CH2:15][CH2:16][CH2:17][CH2:18][N:19]2[C:23](=[O:24])[C:22]3[C:21](=[CH:28][CH:27]=[CH:26][CH:25]=3)[C:20]2=[O:29])[CH2:10][CH2:9]1. (3) Given the reactants [CH3:1][O:2][C:3]([C:5]1[CH:6]=[CH:7][C:8]([C:11]([OH:13])=O)=[N:9][CH:10]=1)=[O:4].[CH3:14][O:15][CH2:16][CH2:17][O:18][C:19]1[CH:24]=[CH:23][C:22]([C:25]2[CH:30]=[CH:29][C:28]([C:31]([NH:33][NH2:34])=[O:32])=[CH:27][CH:26]=2)=[CH:21][CH:20]=1.ON1C2C=CC=CC=2N=N1.C(N=C=NCCCN(C)C)C.C(NC(C)C)(C)C, predict the reaction product. The product is: [CH3:14][O:15][CH2:16][CH2:17][O:18][C:19]1[CH:20]=[CH:21][C:22]([C:25]2[CH:30]=[CH:29][C:28]([C:31]([NH:33][NH:34][C:11]([C:8]3[CH:7]=[CH:6][C:5]([C:3]([O:2][CH3:1])=[O:4])=[CH:10][N:9]=3)=[O:13])=[O:32])=[CH:27][CH:26]=2)=[CH:23][CH:24]=1. (4) Given the reactants [O:1]1[C:6]2[CH:7]=[CH:8][C:9]([Sn](C)(C)C)=[CH:10][C:5]=2[O:4][CH2:3][CH2:2]1.[CH3:15][O:16][C:17]([C@H:19]1[CH2:21][C@@H:20]1[C:22](O)=[O:23])=[O:18], predict the reaction product. The product is: [O:1]1[C:6]2[CH:7]=[CH:8][C:9]([C:22]([C@H:20]3[CH2:21][C@@H:19]3[C:17]([O:16][CH3:15])=[O:18])=[O:23])=[CH:10][C:5]=2[O:4][CH2:3][CH2:2]1. (5) Given the reactants [CH3:1][C:2]1[S:6][C:5]([NH:7][C:8]2[CH:13]=[CH:12][CH:11]=[CH:10][N:9]=2)=[N:4][C:3]=1[C:14]1[CH:15]=[N:16][NH:17][CH:18]=1.CCN(CC)CC.Cl.[N:27]1[CH:32]=[CH:31][CH:30]=[CH:29][C:28]=1[C:33](Cl)=[O:34].N1C=CC=CC=1C=O, predict the reaction product. The product is: [CH3:1][C:2]1[S:6][C:5]([NH:7][C:8]2[CH:13]=[CH:12][CH:11]=[CH:10][N:9]=2)=[N:4][C:3]=1[C:14]1[CH:15]=[N:16][N:17]([C:33]([C:28]2[CH:29]=[CH:30][CH:31]=[CH:32][N:27]=2)=[O:34])[CH:18]=1.